This data is from Forward reaction prediction with 1.9M reactions from USPTO patents (1976-2016). The task is: Predict the product of the given reaction. (1) Given the reactants CO[C:3]1[CH:8]=[CH:7][C:6]([C:9](=O)[CH2:10][N:11]([CH3:29])[CH2:12][C:13]2[CH:18]=[CH:17][CH:16]=[C:15]([O:19][CH2:20][CH2:21][CH2:22][N:23]3[CH2:28][CH2:27][CH2:26][CH2:25][CH2:24]3)[CH:14]=2)=[CH:5][CH:4]=1.CNCC1C=CC=C(OCCCN2CCCCC2)C=1.BrCC(C1C=CC([C:60]([F:63])([F:62])[F:61])=CC=1)=O, predict the reaction product. The product is: [CH3:29][N:11]1[CH2:10][CH:9]([C:6]2[CH:7]=[CH:8][CH:3]=[CH:4][C:5]=2[C:60]([F:63])([F:62])[F:61])[C:18]2[C:13](=[CH:14][C:15]([O:19][CH2:20][CH2:21][CH2:22][N:23]3[CH2:28][CH2:27][CH2:26][CH2:25][CH2:24]3)=[CH:16][CH:17]=2)[CH2:12]1. (2) Given the reactants [H-].[Na+].[CH:3]([C:6]1[CH:11]=[CH:10][C:9]([CH:12]2[C:16]3[C:17]([CH3:24])=[C:18]([OH:23])[C:19]([CH3:22])=[C:20]([CH3:21])[C:15]=3[O:14][C:13]2([CH3:26])[CH3:25])=[CH:8][CH:7]=1)([CH3:5])[CH3:4].Cl[C:28]1[CH:33]=[CH:32][C:31]([N+:34]([O-:36])=[O:35])=[CH:30][C:29]=1[N+:37]([O-:39])=[O:38].O, predict the reaction product. The product is: [CH:3]([C:6]1[CH:11]=[CH:10][C:9]([CH:12]2[C:16]3[C:17]([CH3:24])=[C:18]([O:23][C:32]4[CH:33]=[CH:28][C:29]([N+:37]([O-:39])=[O:38])=[CH:30][C:31]=4[N+:34]([O-:36])=[O:35])[C:19]([CH3:22])=[C:20]([CH3:21])[C:15]=3[O:14][C:13]2([CH3:26])[CH3:25])=[CH:8][CH:7]=1)([CH3:5])[CH3:4].